This data is from Full USPTO retrosynthesis dataset with 1.9M reactions from patents (1976-2016). The task is: Predict the reactants needed to synthesize the given product. (1) Given the product [NH2:1][C:2]1[N:7]=[C:6]([C:8]([NH:10][CH2:11][C:12]2[NH:13][CH:14]=[CH:15][N:16]=2)=[O:9])[CH:5]=[C:4]([C:25]2[O:26][CH:27]=[CH:28][CH:29]=2)[N:3]=1, predict the reactants needed to synthesize it. The reactants are: [NH2:1][C:2]1[N:7]=[C:6]([C:8]([NH:10][CH2:11][C:12]2[N:13](COCC[Si](C)(C)C)[CH:14]=[CH:15][N:16]=2)=[O:9])[CH:5]=[C:4]([C:25]2[O:26][CH:27]=[CH:28][CH:29]=2)[N:3]=1.Cl. (2) The reactants are: Cl[C:2]1[N:7]=[C:6]2[S:8][C:9]([C:11]([NH:13][C:14]3[CH:19]=[C:18]([NH:20][C:21](=[O:33])[C:22]4[CH:27]=[CH:26][CH:25]=[C:24]([C:28]([C:31]#[N:32])([CH3:30])[CH3:29])[CH:23]=4)[CH:17]=[CH:16][C:15]=3[CH3:34])=[O:12])=[CH:10][C:5]2=[N:4][CH:3]=1.[N:35]1[CH:40]=[CH:39][CH:38]=[C:37](B(O)O)[CH:36]=1.P([O-])([O-])([O-])=O.[K+].[K+].[K+].C1(P(C2CCCCC2)C2C=CC=CC=2C2C(C(C)C)=CC(C(C)C)=CC=2C(C)C)CCCCC1. Given the product [C:31]([C:28]([C:24]1[CH:23]=[C:22]([CH:27]=[CH:26][CH:25]=1)[C:21]([NH:20][C:18]1[CH:17]=[CH:16][C:15]([CH3:34])=[C:14]([NH:13][C:11]([C:9]2[S:8][C:6]3=[N:7][C:2]([C:37]4[CH:36]=[N:35][CH:40]=[CH:39][CH:38]=4)=[CH:3][N:4]=[C:5]3[CH:10]=2)=[O:12])[CH:19]=1)=[O:33])([CH3:30])[CH3:29])#[N:32], predict the reactants needed to synthesize it.